This data is from Forward reaction prediction with 1.9M reactions from USPTO patents (1976-2016). The task is: Predict the product of the given reaction. (1) The product is: [CH2:30]([N:37]1[CH2:41][CH2:40][C@H:39]([O:12][C:8]2[CH:7]=[C:6]3[C:11](=[CH:10][CH:9]=2)[C:2]([NH2:1])=[N:3][CH:4]=[CH:5]3)[CH2:38]1)[C:31]1[CH:36]=[CH:35][CH:34]=[CH:33][CH:32]=1. Given the reactants [NH2:1][C:2]1[C:11]2[C:6](=[CH:7][C:8]([OH:12])=[CH:9][CH:10]=2)[CH:5]=[CH:4][N:3]=1.CCN(P1(N(C)CCCN1)=NC(C)(C)C)CC.[CH2:30]([N:37]1[CH2:41][CH2:40][CH:39](OS(C)(=O)=O)[CH2:38]1)[C:31]1[CH:36]=[CH:35][CH:34]=[CH:33][CH:32]=1, predict the reaction product. (2) The product is: [Cl:25][C:24]1[N:23]=[C:30]([Cl:31])[N:29]=[C:27]([NH:15][C:5]2[CH:6]=[CH:7][C:8]([N:9]3[CH:13]=[C:12]([CH3:14])[N:11]=[CH:10]3)=[C:3]([O:2][CH3:1])[CH:4]=2)[N:26]=1. Given the reactants [CH3:1][O:2][C:3]1[CH:4]=[C:5]([NH2:15])[CH:6]=[CH:7][C:8]=1[N:9]1[CH:13]=[C:12]([CH3:14])[N:11]=[CH:10]1.C(N(CC)CC)C.[N:23]1[C:30]([Cl:31])=[N:29][C:27](Cl)=[N:26][C:24]=1[Cl:25], predict the reaction product. (3) The product is: [CH3:1][O:2][C:3]1[CH:4]=[CH:5][C:6]([CH2:7][N:8]([CH3:18])[C:9]2[CH:14]=[C:13]([NH2:15])[CH:12]=[CH:11][N:10]=2)=[CH:19][CH:20]=1. Given the reactants [CH3:1][O:2][C:3]1[CH:20]=[CH:19][C:6]([CH2:7][N:8]([CH3:18])[C:9]2[CH:14]=[C:13]([N+:15]([O-])=O)[CH:12]=[CH:11][N:10]=2)=[CH:5][CH:4]=1.[H][H], predict the reaction product. (4) Given the reactants [CH3:1][O:2][C:3]1[CH:8]=[CH:7][CH:6]=[CH:5][C:4]=1[C:9]1[N:17]2[C:12]([CH:13]=[N:14][C:15]([C:18]#[N:19])=[N:16]2)=[CH:11][CH:10]=1.C([OH:22])C.[Cl:23][Si](C)(C)C.Cl.CCO.C(O[Si](C)(C)C)C, predict the reaction product. The product is: [ClH:23].[CH3:1][O:2][C:3]1[CH:8]=[CH:7][CH:6]=[CH:5][C:4]=1[C:9]1[N:17]2[C:12]([CH:13]=[N:14][C:15]([C:18]([NH2:19])=[O:22])=[N:16]2)=[CH:11][CH:10]=1. (5) Given the reactants [C:1](=O)(O)O.[NH2:5][C:6]([NH2:8])=[NH:7].[CH3:9][O:10][C:11](=[O:28])[C:12]1[CH:17]=[CH:16][CH:15]=[C:14]([CH2:18][CH:19]([C:23](OCC)=[O:24])[C:20](=O)[CH3:21])[CH:13]=1, predict the reaction product. The product is: [CH2:9]([O:10][C:11](=[O:28])[C:12]1[CH:17]=[CH:16][CH:15]=[C:14]([CH2:18][C:19]2[C:23]([OH:24])=[N:7][C:6]([NH2:8])=[N:5][C:20]=2[CH3:21])[CH:13]=1)[CH3:1]. (6) The product is: [N:26]([C:27]1[CH:28]=[CH:10][C:9]([C:12]2[CH:13]=[CH:8][CH:9]=[CH:10][C:11]=2[C:14](=[O:23])[CH2:15][C:16]([CH3:21])([CH3:22])[C:17]([O:19][CH3:20])=[O:18])=[CH:8][CH:13]=1)=[C:29]=[O:31]. Given the reactants NC1C=CC([C:8]2[CH:13]=[CH:12][C:11]([C:14](=[O:23])[CH2:15][C:16]([CH3:22])([CH3:21])[C:17]([O:19][CH3:20])=[O:18])=[CH:10][CH:9]=2)=CC=1.C([N:26]([CH2:29]C)[CH2:27][CH3:28])C.[OH-:31].[Na+].C(Cl)(Cl)=O, predict the reaction product. (7) Given the reactants C([O:4][C:5]1[CH:10]=[C:9]([Br:11])[CH:8]=[C:7]([F:12])[C:6]=1[O:13][CH2:14][C@H:15]1[CH2:17][O:16]1)(=O)C.[OH-].[Na+], predict the reaction product. The product is: [Br:11][C:9]1[CH:8]=[C:7]([F:12])[C:6]2[O:13][CH2:14][C@H:15]([CH2:17][OH:16])[O:4][C:5]=2[CH:10]=1.